From a dataset of Full USPTO retrosynthesis dataset with 1.9M reactions from patents (1976-2016). Predict the reactants needed to synthesize the given product. (1) Given the product [CH3:23][O:24][C:25]1[CH:30]=[C:29]([C:2]2[CH:7]=[CH:6][CH:5]=[C:4]([N:8]3[C:16](=[O:17])[C:15]4[C@@H:14]5[C:18]([CH3:19])([CH3:20])[C@@:11]([CH3:21])([CH2:12][CH2:13]5)[C:10]=4[N:9]3[CH3:22])[CH:3]=2)[CH:28]=[CH:27][CH:26]=1, predict the reactants needed to synthesize it. The reactants are: I[C:2]1[CH:3]=[C:4]([N:8]2[C:16](=[O:17])[C:15]3[CH:14]4[C:18]([CH3:20])([CH3:19])[C:11]([CH3:21])([CH2:12][CH2:13]4)[C:10]=3[N:9]2[CH3:22])[CH:5]=[CH:6][CH:7]=1.[CH3:23][O:24][C:25]1[CH:26]=[C:27](B(O)O)[CH:28]=[CH:29][CH:30]=1.C(=O)([O-])[O-].[K+].[K+]. (2) Given the product [ClH:1].[S:5]1[C:6]2[C:7](=[N:8][CH:9]=[CH:10][CH:11]=2)[CH:3]=[C:4]1[NH2:12], predict the reactants needed to synthesize it. The reactants are: [ClH:1].Br[C:3]1[C:7]2=[N:8][CH:9]=[CH:10][CH:11]=[C:6]2[S:5][C:4]=1[NH2:12]. (3) Given the product [C:1]([C:3]1[CH:8]=[C:7]([C:9]([F:11])([F:12])[F:10])[CH:6]=[CH:5][C:4]=1[N:13]1[CH2:18][CH2:17][O:16][C:15]2[CH:19]=[C:20]([S:23]([NH:44][C:42]3[N:41]=[CH:40][S:39][CH:43]=3)(=[O:25])=[O:26])[CH:21]=[CH:22][C:14]1=2)#[N:2], predict the reactants needed to synthesize it. The reactants are: [C:1]([C:3]1[CH:8]=[C:7]([C:9]([F:12])([F:11])[F:10])[CH:6]=[CH:5][C:4]=1[N:13]1[CH2:18][CH2:17][O:16][C:15]2[CH:19]=[C:20]([S:23]([O:26]C3C(F)=C(F)C(F)=C(F)C=3F)(=[O:25])=O)[CH:21]=[CH:22][C:14]1=2)#[N:2].Cl.[S:39]1[CH:43]=[C:42]([NH2:44])[N:41]=[CH:40]1.C[Si]([N-][Si](C)(C)C)(C)C.[Li+]. (4) The reactants are: [Cl:1][C:2]1[CH:7]=[C:6]([O:8]C)[CH:5]=[CH:4][C:3]=1[CH:10]([CH3:24])[C:11]([C:17]1[CH:22]=[CH:21][N:20]=[C:19]([CH3:23])[CH:18]=1)([OH:16])[C:12]([F:15])([F:14])[F:13].C([O-])([O-])=O.[Na+].[Na+]. Given the product [Cl:1][C:2]1[CH:7]=[C:6]([OH:8])[CH:5]=[CH:4][C:3]=1[CH:10]([CH3:24])[C:11]([OH:16])([C:17]1[CH:22]=[CH:21][N:20]=[C:19]([CH3:23])[CH:18]=1)[C:12]([F:15])([F:13])[F:14], predict the reactants needed to synthesize it.